Task: Predict which catalyst facilitates the given reaction.. Dataset: Catalyst prediction with 721,799 reactions and 888 catalyst types from USPTO Reactant: [CH3:1][C:2]1[O:6][N:5]=[C:4]([C:7]2[CH:12]=[CH:11][C:10]([NH2:13])=[CH:9][CH:8]=2)[N:3]=1.[CH3:14][O:15][C:16]1[CH:17]=[C:18]([CH:21]=[C:22]([CH:26]([O:28][Si:29]([CH:36]([CH3:38])[CH3:37])([CH:33]([CH3:35])[CH3:34])[CH:30]([CH3:32])[CH3:31])[CH3:27])[C:23]=1[O:24][CH3:25])[CH:19]=O.C[Si]([C:43]#[N:44])(C)C.C(S([O-])(=O)=O)(F)(F)F.C(S([O-])(=O)=O)(F)(F)F.C(S([O-])(=O)=O)(F)(F)F.[Yb+3]. Product: [CH3:14][O:15][C:16]1[CH:17]=[C:18]([CH:19]([NH:13][C:10]2[CH:11]=[CH:12][C:7]([C:4]3[N:3]=[C:2]([CH3:1])[O:6][N:5]=3)=[CH:8][CH:9]=2)[C:43]#[N:44])[CH:21]=[C:22]([CH:26]([O:28][Si:29]([CH:33]([CH3:35])[CH3:34])([CH:36]([CH3:38])[CH3:37])[CH:30]([CH3:32])[CH3:31])[CH3:27])[C:23]=1[O:24][CH3:25]. The catalyst class is: 4.